This data is from Full USPTO retrosynthesis dataset with 1.9M reactions from patents (1976-2016). The task is: Predict the reactants needed to synthesize the given product. (1) Given the product [F:1][C:2]1[CH:3]=[CH:4][C:5]([CH3:19])=[C:6]([C:8]2[CH:17]=[C:16]3[C:11]([CH:12]=[C:13]([NH:18][C:21](=[O:22])[O:23][CH:24]([CH3:26])[CH3:25])[N:14]=[CH:15]3)=[CH:10][CH:9]=2)[CH:7]=1, predict the reactants needed to synthesize it. The reactants are: [F:1][C:2]1[CH:3]=[CH:4][C:5]([CH3:19])=[C:6]([C:8]2[CH:17]=[C:16]3[C:11]([CH:12]=[C:13]([NH2:18])[N:14]=[CH:15]3)=[CH:10][CH:9]=2)[CH:7]=1.Cl[C:21]([O:23][CH:24]([CH3:26])[CH3:25])=[O:22]. (2) Given the product [CH2:1]([N:8]1[CH:12]=[C:11]([C:13]2[CH:18]=[CH:17][N:16]=[C:15]([C:19]3[CH:25]=[C:24]([N:26]4[CH2:31][CH2:30][CH2:29][CH2:28][CH2:27]4)[CH:23]=[CH:22][C:20]=3[NH:21][C:39](=[O:40])[C:38]3[CH:42]=[CH:43][CH:44]=[C:36]([C:34]([N:33]([CH3:32])[CH2:45][CH2:46][N:47]4[CH2:48][CH2:49][O:50][CH2:51][CH2:52]4)=[O:35])[CH:37]=3)[CH:14]=2)[N:10]=[N:9]1)[C:2]1[CH:3]=[CH:4][CH:5]=[CH:6][CH:7]=1, predict the reactants needed to synthesize it. The reactants are: [CH2:1]([N:8]1[CH:12]=[C:11]([C:13]2[CH:18]=[CH:17][N:16]=[C:15]([C:19]3[CH:25]=[C:24]([N:26]4[CH2:31][CH2:30][CH2:29][CH2:28][CH2:27]4)[CH:23]=[CH:22][C:20]=3[NH2:21])[CH:14]=2)[N:10]=[N:9]1)[C:2]1[CH:7]=[CH:6][CH:5]=[CH:4][CH:3]=1.[CH3:32][N:33]([CH2:45][CH2:46][N:47]1[CH2:52][CH2:51][O:50][CH2:49][CH2:48]1)[C:34]([C:36]1[CH:37]=[C:38]([CH:42]=[CH:43][CH:44]=1)[C:39](O)=[O:40])=[O:35].CN(C(ON1N=NC2C=CC=NC1=2)=[N+](C)C)C.F[P-](F)(F)(F)(F)F.C(N(C(C)C)CC)(C)C. (3) Given the product [F:17][C:18]1[CH:24]=[CH:23][C:21]([NH:22][C:11]([C:2]2([Cl:1])[N:3]=[CH:4][CH:5]=[CH:6][NH:7]2)=[O:15])=[CH:20][CH:19]=1, predict the reactants needed to synthesize it. The reactants are: [Cl:1][C:2]1[N:7]=[CH:6][C:5](C(O)=O)=[CH:4][N:3]=1.[C:11](Cl)(=[O:15])C(Cl)=O.[F:17][C:18]1[CH:24]=[CH:23][C:21]([NH2:22])=[CH:20][CH:19]=1. (4) Given the product [CH3:1][C:2]1[CH:16]=[CH:15][C:5]2[N:6]=[N:7][N:8]([CH2:11][C:12]([NH:25][C@H:23]([C:20]3[CH:21]=[CH:22][C:17]([CH3:26])=[CH:18][CH:19]=3)[CH3:24])=[O:14])[C:9](=[O:10])[C:4]=2[CH:3]=1, predict the reactants needed to synthesize it. The reactants are: [CH3:1][C:2]1[CH:16]=[CH:15][C:5]2[N:6]=[N:7][N:8]([CH2:11][C:12]([OH:14])=O)[C:9](=[O:10])[C:4]=2[CH:3]=1.[C:17]1([CH3:26])[CH:22]=[CH:21][C:20]([C@@H:23]([NH2:25])[CH3:24])=[CH:19][CH:18]=1. (5) The reactants are: [F:1][C:2]([F:36])([F:35])[C:3]1[CH:4]=[C:5]([CH:13]([N:15]([CH3:34])[C:16]([N:18]2[CH2:25][CH:24]3[CH:20]([CH2:21][NH:22][CH2:23]3)[CH:19]2[C:26]2[CH:31]=[CH:30][C:29]([F:32])=[CH:28][C:27]=2[CH3:33])=[O:17])[CH3:14])[CH:6]=[C:7]([C:9]([F:12])([F:11])[F:10])[CH:8]=1.Cl.[N:38]1([CH2:43][C:44](O)=[O:45])[CH2:42][CH2:41][CH2:40][CH2:39]1.CCN(C(C)C)C(C)C.CN([P+](ON1N=NC2C=CC=CC1=2)(N(C)C)N(C)C)C.F[P-](F)(F)(F)(F)F. Given the product [F:36][C:2]([F:1])([F:35])[C:3]1[CH:4]=[C:5]([CH:13]([N:15]([CH3:34])[C:16]([N:18]2[CH2:25][CH:24]3[CH:20]([CH2:21][N:22]([C:44](=[O:45])[CH2:43][N:38]4[CH2:42][CH2:41][CH2:40][CH2:39]4)[CH2:23]3)[CH:19]2[C:26]2[CH:31]=[CH:30][C:29]([F:32])=[CH:28][C:27]=2[CH3:33])=[O:17])[CH3:14])[CH:6]=[C:7]([C:9]([F:12])([F:10])[F:11])[CH:8]=1, predict the reactants needed to synthesize it. (6) Given the product [CH2:3]([O:5][CH:6]([O:8][CH2:9][C@H:10]1[CH2:11][CH2:12][CH2:13][C:14](=[O:16])[N:15]1[CH2:18][C:19]#[C:20][CH2:21][O:22][CH2:23][C:24]#[N:25])[CH3:7])[CH3:4], predict the reactants needed to synthesize it. The reactants are: [H-].[Na+].[CH2:3]([O:5][CH:6]([O:8][CH2:9][C@@H:10]1[NH:15][C:14](=[O:16])[CH2:13][CH2:12][CH2:11]1)[CH3:7])[CH3:4].I[CH2:18][C:19]#[C:20][CH2:21][O:22][CH2:23][C:24]#[N:25].[NH4+].[Cl-]. (7) The reactants are: [CH3:1][O:2][C:3](=[O:23])[CH2:4][CH2:5][NH:6][CH:7]1[CH2:12][CH2:11][N:10]([C:13]([O:15][CH2:16][C:17]2[CH:22]=[CH:21][CH:20]=[CH:19][CH:18]=2)=[O:14])[CH2:9][CH2:8]1.Cl[C:25](=[O:31])[CH2:26][C:27]([O:29][CH3:30])=[O:28]. Given the product [CH3:30][O:29][C:27](=[O:28])[CH2:26][C:25]([N:6]([CH:7]1[CH2:12][CH2:11][N:10]([C:13]([O:15][CH2:16][C:17]2[CH:22]=[CH:21][CH:20]=[CH:19][CH:18]=2)=[O:14])[CH2:9][CH2:8]1)[CH2:5][CH2:4][C:3]([O:2][CH3:1])=[O:23])=[O:31], predict the reactants needed to synthesize it. (8) Given the product [C:5]1([N:8]2[CH:12]=[C:11]([C:13]([O:15][CH2:16][CH3:17])=[O:14])[N:10]=[C:9]2[S:18][C:19]2[CH:20]=[CH:21][CH:22]=[CH:23][CH:24]=2)[CH:4]=[CH:3][CH:2]=[CH:7][CH:6]=1, predict the reactants needed to synthesize it. The reactants are: N[C:2]1[CH:7]=[CH:6][C:5]([N:8]2[CH:12]=[C:11]([C:13]([O:15][CH2:16][CH3:17])=[O:14])[N:10]=[C:9]2[S:18][C:19]2[CH:24]=[CH:23][C:22](N)=[CH:21][CH:20]=2)=[CH:4][CH:3]=1.N([O-])=O.[Na+].[PH2](O)=O. (9) Given the product [F:1][C:2]1[CH:7]=[CH:6][C:5]([N:8]2[C:9](=[O:36])[CH:10]([CH2:24][CH2:25][CH:26]([C:28]3[CH:33]=[CH:32][C:31]([F:34])=[CH:30][CH:29]=3)[OH:27])[CH:11]2[C:12]2[CH:17]=[CH:16][C:15]([O:18][CH2:19][CH2:20][CH2:45][CH2:44][S:49]([OH:51])(=[O:50])=[O:48])=[CH:14][CH:13]=2)=[CH:4][CH:3]=1, predict the reactants needed to synthesize it. The reactants are: [F:1][C:2]1[CH:7]=[CH:6][C:5]([N:8]2[CH:11]([C:12]3[CH:17]=[CH:16][C:15]([O:18][CH2:19][CH2:20]OCF)=[CH:14][CH:13]=3)[CH:10]([CH2:24][CH2:25][CH:26]([C:28]3[CH:33]=[CH:32][C:31]([F:34])=[CH:30][C:29]=3F)[OH:27])[C:9]2=[O:36])=[C:4](F)[CH:3]=1.C(=O)([O-])[O-].[K+].[K+].[CH2:44]1[S:49](=[O:51])(=[O:50])[O:48]CC[CH2:45]1. (10) Given the product [N:27]1[CH:28]=[CH:29][C:24]([C:23]2[O:13][N:12]=[C:2]([CH2:3][P:4](=[O:11])([O:8][CH2:9][CH3:10])[O:5][CH2:6][CH3:7])[N:1]=2)=[CH:25][CH:26]=1, predict the reactants needed to synthesize it. The reactants are: [NH2:1][C:2](=[N:12][OH:13])[CH2:3][P:4](=[O:11])([O:8][CH2:9][CH3:10])[O:5][CH2:6][CH3:7].CCN(C(C)C)C(C)C.[C:23](Cl)(=O)[C:24]1[CH:29]=[CH:28][N:27]=[CH:26][CH:25]=1.Cl.O.[F-].C([N+](CCCC)(CCCC)CCCC)CCC.